Task: Regression. Given a peptide amino acid sequence and an MHC pseudo amino acid sequence, predict their binding affinity value. This is MHC class I binding data.. Dataset: Peptide-MHC class I binding affinity with 185,985 pairs from IEDB/IMGT (1) The binding affinity (normalized) is 0.565. The peptide sequence is VCMLYTPL. The MHC is H-2-Kb with pseudo-sequence H-2-Kb. (2) The peptide sequence is ESAVLRGF. The MHC is Mamu-A02 with pseudo-sequence Mamu-A02. The binding affinity (normalized) is 0.533. (3) The peptide sequence is ITAVNRYFK. The MHC is HLA-A02:16 with pseudo-sequence HLA-A02:16. The binding affinity (normalized) is 0.0847. (4) The peptide sequence is FTMGVLCLA. The MHC is HLA-A02:06 with pseudo-sequence HLA-A02:06. The binding affinity (normalized) is 0.893. (5) The peptide sequence is RMFGSKPTF. The MHC is HLA-B15:01 with pseudo-sequence HLA-B15:01. The binding affinity (normalized) is 0.175.